From a dataset of Reaction yield outcomes from USPTO patents with 853,638 reactions. Predict the reaction yield, written as a fraction of the theoretical maximum amount of product (1.0 means a 100% yield; for example, 0.34 means a 34% yield). (1) The reactants are [NH2:1][C@@H:2]([CH3:8])[CH2:3][C:4]([O:6][CH3:7])=[O:5].Cl[C:10]([O:12][CH2:13][CH:14]=[CH2:15])=[O:11].C(N(C(C)C)CC)(C)C.O. The catalyst is C1COCC1. The product is [CH2:13]([O:12][C:10]([NH:1][C@@H:2]([CH3:8])[CH2:3][C:4]([O:6][CH3:7])=[O:5])=[O:11])[CH:14]=[CH2:15]. The yield is 0.810. (2) The reactants are Cl.FC1C=C(C=CC=1)CN1C=C(C2C3C(=NC=C(C4C=CC(C5CCNCC5)=CC=4)C=3)N(S(C3C=CC(C)=CC=3)(=O)=O)C=2)C=N1.[CH3:46][N:47]([CH3:95])[CH2:48][C:49]([N:51]1[CH2:56][CH2:55][N:54]([C:57]2[CH:62]=[CH:61][C:60]([C:63]3[CH:64]=[C:65]4[C:71]([C:72]5[CH:73]=[N:74][N:75]([CH2:77][C:78]6[CH:83]=[CH:82][CH:81]=[C:80]([F:84])[CH:79]=6)[CH:76]=5)=[CH:70][N:69](S(C5C=CC(C)=CC=5)(=O)=O)[C:66]4=[N:67][CH:68]=3)=[CH:59][CH:58]=2)[CH2:53][CH2:52]1)=[O:50].[OH-].[Li+]. The catalyst is C1COCC1.CO.O. The product is [CH3:46][N:47]([CH3:95])[CH2:48][C:49]([N:51]1[CH2:56][CH2:55][N:54]([C:57]2[CH:58]=[CH:59][C:60]([C:63]3[CH:64]=[C:65]4[C:71]([C:72]5[CH:73]=[N:74][N:75]([CH2:77][C:78]6[CH:83]=[CH:82][CH:81]=[C:80]([F:84])[CH:79]=6)[CH:76]=5)=[CH:70][NH:69][C:66]4=[N:67][CH:68]=3)=[CH:61][CH:62]=2)[CH2:53][CH2:52]1)=[O:50]. The yield is 0.800. (3) No catalyst specified. The yield is 0.790. The reactants are O=[C:2]1[NH:11][C:10]2[C:5](=[CH:6][CH:7]=[C:8]([C:12]#[N:13])[CH:9]=2)[N:4]=[CH:3]1.P(Cl)(Cl)([Cl:16])=O. The product is [Cl:16][C:2]1[CH:3]=[N:4][C:5]2[C:10]([N:11]=1)=[CH:9][C:8]([C:12]#[N:13])=[CH:7][CH:6]=2. (4) The yield is 1.00. No catalyst specified. The product is [CH2:1]([O:3][C:4]([C:6]1[CH:7]=[N:8][C:9]2[C:14]([C:15]=1[NH:24][CH:19]1[CH2:23][CH2:22][CH2:21][CH2:20]1)=[CH:13][CH:12]=[CH:11][C:10]=2[CH2:17][CH3:18])=[O:5])[CH3:2]. The reactants are [CH2:1]([O:3][C:4]([C:6]1[CH:7]=[N:8][C:9]2[C:14]([C:15]=1Cl)=[CH:13][CH:12]=[CH:11][C:10]=2[CH2:17][CH3:18])=[O:5])[CH3:2].[CH:19]1([NH2:24])[CH2:23][CH2:22][CH2:21][CH2:20]1. (5) The reactants are Cl[C:2]1[N:3]=[C:4]([O:29][CH:30]2[CH2:33][CH2:32][CH2:31]2)[C:5]2[C:10]([C:11]3[CH:20]=[CH:19][C:14]([C:15]([NH:17][CH3:18])=[O:16])=[CH:13][CH:12]=3)=[CH:9][N:8]([CH2:21][O:22][CH2:23][CH2:24][Si:25]([CH3:28])([CH3:27])[CH3:26])[C:6]=2[N:7]=1.[NH2:34][C:35]1[CH:48]=[CH:47][C:38]([C:39]([NH:41][CH:42]2[CH2:45][N:44]([CH3:46])[CH2:43]2)=[O:40])=[CH:37][C:36]=1[O:49][CH3:50].C(=O)([O-])[O-].[Cs+].[Cs+].C1(P(C2C=CC=CC=2)C2C=CC3C(=CC=CC=3)C=2C2C3C(=CC=CC=3)C=CC=2P(C2C=CC=CC=2)C2C=CC=CC=2)C=CC=CC=1. The catalyst is O1CCOCC1.C([O-])(=O)C.[Pd+2].C([O-])(=O)C. The product is [CH:30]1([O:29][C:4]2[C:5]3[C:10]([C:11]4[CH:20]=[CH:19][C:14]([C:15](=[O:16])[NH:17][CH3:18])=[CH:13][CH:12]=4)=[CH:9][N:8]([CH2:21][O:22][CH2:23][CH2:24][Si:25]([CH3:28])([CH3:27])[CH3:26])[C:6]=3[N:7]=[C:2]([NH:34][C:35]3[CH:48]=[CH:47][C:38]([C:39]([NH:41][CH:42]4[CH2:43][N:44]([CH3:46])[CH2:45]4)=[O:40])=[CH:37][C:36]=3[O:49][CH3:50])[N:3]=2)[CH2:33][CH2:32][CH2:31]1. The yield is 0.730. (6) The reactants are Cl.[Cl:2][C:3]1[C:4]([F:24])=[C:5]([NH:10][C:11]2[C:20]3[C:15](=[CH:16][C:17]([OH:23])=[C:18]([O:21][CH3:22])[CH:19]=3)[N:14]=[CH:13][N:12]=2)[CH:6]=[CH:7][C:8]=1[Cl:9].C(=O)([O-])[O-].[K+].[K+].CS(O[CH2:36][CH:37]1[CH2:46][N:45]2[CH:40]([CH2:41][CH2:42][CH2:43][CH2:44]2)[CH2:39][CH2:38]1)(=O)=O. The catalyst is CN(C)C=O. The product is [Cl:2][C:3]1[C:4]([F:24])=[C:5]([NH:10][C:11]2[C:20]3[C:15](=[CH:16][C:17]([O:23][CH2:36][CH:37]4[CH2:46][N:45]5[CH:40]([CH2:41][CH2:42][CH2:43][CH2:44]5)[CH2:39][CH2:38]4)=[C:18]([O:21][CH3:22])[CH:19]=3)[N:14]=[CH:13][N:12]=2)[CH:6]=[CH:7][C:8]=1[Cl:9]. The yield is 0.140. (7) The reactants are [C:1]1([C:7]2([C:14]3[CH:19]=[CH:18][CH:17]=[CH:16][CH:15]=3)[O:13][CH:8]2[C:9]([O:11][CH3:12])=[O:10])[CH:6]=[CH:5][CH:4]=[CH:3][CH:2]=1.[C:20]1([OH:26])[CH:25]=[CH:24][CH:23]=[CH:22][CH:21]=1. No catalyst specified. The product is [OH:13][CH:8]([C:7]([O:26][C:20]1[CH:25]=[CH:24][CH:23]=[CH:22][CH:21]=1)([C:14]1[CH:19]=[CH:18][CH:17]=[CH:16][CH:15]=1)[C:1]1[CH:2]=[CH:3][CH:4]=[CH:5][CH:6]=1)[C:9]([O:11][CH3:12])=[O:10]. The yield is 0.770. (8) The reactants are Br[C:2]1[CH:10]=[C:9]([F:11])[C:8]([O:12][CH3:13])=[C:7]2[C:3]=1[C:4](=[O:15])[C:5](=[O:14])[NH:6]2.[F:16][C:17]1[CH:22]=[CH:21][C:20](B(O)O)=[CH:19][CH:18]=1.C(=O)([O-])[O-].[Cs+].[Cs+]. The catalyst is O1CCOCC1.O.C1(P([C-]2C=CC=C2)C2C=CC=CC=2)C=CC=CC=1.[C-]1(P(C2C=CC=CC=2)C2C=CC=CC=2)C=CC=C1.[Fe+2].[Pd](Cl)Cl. The product is [F:11][C:9]1[C:8]([O:12][CH3:13])=[C:7]2[C:3]([C:4](=[O:15])[C:5](=[O:14])[NH:6]2)=[C:2]([C:20]2[CH:21]=[CH:22][C:17]([F:16])=[CH:18][CH:19]=2)[CH:10]=1. The yield is 0.540. (9) The reactants are Br[C:2]1[CH:7]=[CH:6][CH:5]=[CH:4][C:3]=1[S:8][CH2:9][C:10]1[C:15]([O:16][CH3:17])=[CH:14][C:13]([O:18][CH3:19])=[CH:12][C:11]=1[O:20][CH3:21].[Li]CCCC.[B:27](OC)([O:30]C)[O:28]C.O. The catalyst is C1COCC1. The product is [CH3:21][O:20][C:11]1[CH:12]=[C:13]([O:18][CH3:19])[CH:14]=[C:15]([O:16][CH3:17])[C:10]=1[CH2:9][S:8][C:3]1[CH:4]=[CH:5][CH:6]=[CH:7][C:2]=1[B:27]([OH:30])[OH:28]. The yield is 0.460. (10) The reactants are [O:1]=[C:2]1[C:7]2[NH:8][C:9]3[CH:10]=[CH:11][CH:12]=[CH:13][C:14]=3[C:6]=2[N:5]=[C:4]([S:15][CH2:16][C:17]([OH:19])=O)[N:3]1[C:20]1[CH:25]=[CH:24][CH:23]=[CH:22][CH:21]=1.C(N(CC)CC)C.CN(C(O[N:41]1N=N[C:43]2[CH:44]=[CH:45][CH:46]=N[C:42]1=2)=[N+](C)C)C.F[P-](F)(F)(F)(F)F. No catalyst specified. The product is [O:1]=[C:2]1[C:7]2[NH:8][C:9]3[CH:10]=[CH:11][CH:12]=[CH:13][C:14]=3[C:6]=2[N:5]=[C:4]([S:15][CH2:16][C:17]([NH:41][CH2:42][CH2:43][CH2:44][CH2:45][CH3:46])=[O:19])[N:3]1[C:20]1[CH:21]=[CH:22][CH:23]=[CH:24][CH:25]=1. The yield is 0.660.